From a dataset of Reaction yield outcomes from USPTO patents with 853,638 reactions. Predict the reaction yield, written as a fraction of the theoretical maximum amount of product (1.0 means a 100% yield; for example, 0.34 means a 34% yield). (1) The reactants are [F:1][C:2]1[CH:3]=[C:4]([CH:7]=[CH:8][C:9]=1[O:10][C:11]1[CH:12]=[N:13][C:14]([C:17]([F:20])([F:19])[F:18])=[N:15][CH:16]=1)[CH:5]=O.[H-].[Na+].[CH2:23]1COCC1. The catalyst is [Br-].C[P+](C1C=CC=CC=1)(C1C=CC=CC=1)C1C=CC=CC=1. The product is [F:1][C:2]1[CH:3]=[C:4]([CH:5]=[CH2:23])[CH:7]=[CH:8][C:9]=1[O:10][C:11]1[CH:12]=[N:13][C:14]([C:17]([F:20])([F:19])[F:18])=[N:15][CH:16]=1. The yield is 0.272. (2) The reactants are [CH3:1][O:2][C:3]1[CH:10]=[CH:9][C:6]([C:7]#[N:8])=[CH:5][C:4]=1[N+:11]([O-])=O.[N-:14]=[N+:15]=[N-:16].[Na+].C(N(CC)CC)C.[H][H]. The catalyst is C1(C)C=CC=CC=1.CO.[Pd].O. The product is [CH3:1][O:2][C:3]1[CH:10]=[CH:9][C:6]([C:7]2[NH:16][N:15]=[N:14][N:8]=2)=[CH:5][C:4]=1[NH2:11]. The yield is 0.820. (3) The reactants are C([O:4][CH2:5][C:6]1[C:7]([N:31]2[N:40]=[CH:39][C:38]3[C:33](=[C:34]([F:45])[CH:35]=[C:36]([C:41]([CH3:44])([CH3:43])[CH3:42])[CH:37]=3)[C:32]2=[O:46])=[N:8][CH:9]=[CH:10][C:11]=1[C:12]1[CH:17]=[C:16]([NH:18][C:19]2[CH:28]=[C:22]3[CH:23]([CH3:27])[O:24][CH2:25][CH2:26][N:21]3[N:20]=2)[C:15](=[O:29])[N:14]([CH3:30])[CH:13]=1)(=O)C.[OH-].[Li+].C(O)(C)C.C1COCC1. The catalyst is O. The product is [C:41]([C:36]1[CH:37]=[C:38]2[C:33](=[C:34]([F:45])[CH:35]=1)[C:32](=[O:46])[N:31]([C:7]1[C:6]([CH2:5][OH:4])=[C:11]([C:12]3[CH:17]=[C:16]([NH:18][C:19]4[CH:28]=[C:22]5[CH:23]([CH3:27])[O:24][CH2:25][CH2:26][N:21]5[N:20]=4)[C:15](=[O:29])[N:14]([CH3:30])[CH:13]=3)[CH:10]=[CH:9][N:8]=1)[N:40]=[CH:39]2)([CH3:42])([CH3:43])[CH3:44]. The yield is 0.150.